Dataset: Peptide-MHC class II binding affinity with 134,281 pairs from IEDB. Task: Regression. Given a peptide amino acid sequence and an MHC pseudo amino acid sequence, predict their binding affinity value. This is MHC class II binding data. (1) The peptide sequence is MDYFIRMWNQAALAM. The MHC is HLA-DQA10301-DQB10302 with pseudo-sequence HLA-DQA10301-DQB10302. The binding affinity (normalized) is 0.510. (2) The peptide sequence is SSIIFGAFPSLHSGCC. The MHC is DRB1_1501 with pseudo-sequence DRB1_1501. The binding affinity (normalized) is 0.487. (3) The MHC is HLA-DPA10201-DPB10101 with pseudo-sequence HLA-DPA10201-DPB10101. The peptide sequence is VQAPVGAITTIEDPV. The binding affinity (normalized) is 0.150. (4) The peptide sequence is AFKVAATAAKAAPAN. The MHC is DRB1_0802 with pseudo-sequence DRB1_0802. The binding affinity (normalized) is 0.656. (5) The peptide sequence is GEQLYISVISPARSL. The MHC is HLA-DQA10101-DQB10501 with pseudo-sequence HLA-DQA10101-DQB10501. The binding affinity (normalized) is 0.337.